Dataset: Forward reaction prediction with 1.9M reactions from USPTO patents (1976-2016). Task: Predict the product of the given reaction. The product is: [Cl:18][C:19]1[CH:24]=[CH:23][CH:22]=[C:21]([Cl:25])[C:20]=1[NH:26][C:27](=[O:28])[N:16]([C:14]1[CH:15]=[C:10]([NH:9][C:3]2[CH:4]=[CH:5][C:6]([F:8])=[CH:7][C:2]=2[F:1])[N:11]=[CH:12][N:13]=1)[CH3:17]. Given the reactants [F:1][C:2]1[CH:7]=[C:6]([F:8])[CH:5]=[CH:4][C:3]=1[NH:9][C:10]1[CH:15]=[C:14]([NH:16][CH3:17])[N:13]=[CH:12][N:11]=1.[Cl:18][C:19]1[CH:24]=[CH:23][CH:22]=[C:21]([Cl:25])[C:20]=1[N:26]=[C:27]=[O:28], predict the reaction product.